From a dataset of Full USPTO retrosynthesis dataset with 1.9M reactions from patents (1976-2016). Predict the reactants needed to synthesize the given product. (1) Given the product [CH3:1][O:2][C:3](=[O:28])[CH2:4][O:5][C:6]1[CH:15]=[CH:14][C:13]([F:16])=[C:12]2[C:7]=1[C:8]([O:27][CH:30]([F:32])[F:31])=[C:9]([CH2:19][C:20]1[CH:21]=[CH:22][C:23]([Br:26])=[CH:24][CH:25]=1)[C:10]([CH2:17][CH3:18])=[N:11]2, predict the reactants needed to synthesize it. The reactants are: [CH3:1][O:2][C:3](=[O:28])[CH2:4][O:5][C:6]1[CH:15]=[CH:14][C:13]([F:16])=[C:12]2[C:7]=1[C:8]([OH:27])=[C:9]([CH2:19][C:20]1[CH:25]=[CH:24][C:23]([Br:26])=[CH:22][CH:21]=1)[C:10]([CH2:17][CH3:18])=[N:11]2.Cl[C:30](OC(=O)C)([F:32])[F:31]. (2) The reactants are: [CH3:1][C:2]1([CH3:16])[C:6]([CH3:8])([CH3:7])[O:5][B:4]([C:9]2[CH:15]=[CH:14][C:12]([NH2:13])=[CH:11][CH:10]=2)[O:3]1.[O:17]1[CH2:22][CH2:21][C:20](=O)[CH2:19][CH2:18]1.[BH-](OC(C)=O)(OC(C)=O)OC(C)=O.[Na+].CC(O)=O. Given the product [CH3:8][C:6]1([CH3:7])[C:2]([CH3:16])([CH3:1])[O:3][B:4]([C:9]2[CH:15]=[CH:14][C:12]([NH:13][CH:20]3[CH2:21][CH2:22][O:17][CH2:18][CH2:19]3)=[CH:11][CH:10]=2)[O:5]1, predict the reactants needed to synthesize it. (3) The reactants are: C(=O)([O-])[O-].[Na+].[Na+].Cl.[Br:8][C:9]1[CH:10]=[N:11][CH:12]=[C:13]([F:16])[C:14]=1Cl.[NH:17]1[CH2:22][CH2:21][CH:20]([C:23]([O:25][C:26]([CH3:29])([CH3:28])[CH3:27])=[O:24])[CH2:19][CH2:18]1. Given the product [Br:8][C:9]1[CH:10]=[N:11][CH:12]=[C:13]([F:16])[C:14]=1[N:17]1[CH2:22][CH2:21][CH:20]([C:23]([O:25][C:26]([CH3:29])([CH3:28])[CH3:27])=[O:24])[CH2:19][CH2:18]1, predict the reactants needed to synthesize it.